The task is: Predict the product of the given reaction.. This data is from Forward reaction prediction with 1.9M reactions from USPTO patents (1976-2016). (1) The product is: [CH3:35][N:34]([CH2:33][C:9]1[C:10]([NH:25][C:26]([C:28]2[O:29][CH:30]=[CH:31][CH:32]=2)=[O:27])=[N:11][C:12]([C:14]2[CH:19]=[CH:18][C:17]([F:20])=[CH:16][C:15]=2[OH:21])=[CH:13][C:8]=1[C:4]1[CH:5]=[CH:6][CH:7]=[C:2]([NH:1][C:40](=[O:41])[CH2:39][N:38]([CH3:43])[CH3:37])[CH:3]=1)[CH3:36]. Given the reactants [NH2:1][C:2]1[CH:3]=[C:4]([C:8]2[CH:13]=[C:12]([C:14]3[CH:19]=[CH:18][C:17]([F:20])=[CH:16][C:15]=3[O:21]COC)[N:11]=[C:10]([NH:25][C:26]([C:28]3[O:29][CH:30]=[CH:31][CH:32]=3)=[O:27])[C:9]=2[CH2:33][N:34]([CH3:36])[CH3:35])[CH:5]=[CH:6][CH:7]=1.[CH3:37][N:38]([CH3:43])[CH2:39][C:40](O)=[O:41].C1C=CC2N(O)N=NC=2C=1, predict the reaction product. (2) Given the reactants C1(C)C(N[C:8]([NH:10][C:11]2[CH:16]=[CH:15][C:14]([CH2:17]C(O)=O)=[CH:13][CH:12]=2)=[O:9])=CC=CC=1.C1C=CC2N([OH:31])N=NC=2C=1.CCN=[C:35]=[N:36][CH2:37][CH2:38][CH2:39][N:40]([CH3:42])C.[C:43]([OH:49])(C(F)(F)F)=O.C(N[CH:53]([CH3:55])[CH3:54])C, predict the reaction product. The product is: [N:36]1[CH:35]=[CH:55][CH:53]=[CH:54][C:37]=1[CH2:38][CH2:39][NH:40][CH2:42][C:8]([NH:10][C:11]1[CH:12]=[CH:13][C:14]([C:17]([O:49][CH3:43])=[O:31])=[CH:15][CH:16]=1)=[O:9].